Dataset: Reaction yield outcomes from USPTO patents with 853,638 reactions. Task: Predict the reaction yield, written as a fraction of the theoretical maximum amount of product (1.0 means a 100% yield; for example, 0.34 means a 34% yield). (1) The reactants are [NH2:1][C:2]1[C:7]([N+:8]([O-:10])=[O:9])=[CH:6][CH:5]=[CH:4][C:3]=1[OH:11].[CH3:12][C:13]1[O:17][C:16]([C:18]2[CH:23]=[CH:22][CH:21]=[CH:20][CH:19]=2)=N[C:14]=1[CH2:24][CH2:25]O.[C:27]1(P(C2C=CC=CC=2)C2C=CC=CC=2)C=CC=CC=1.N(CC(OC(C)C)=O)=NCC(OC(C)C)=O. The catalyst is O1CCCC1. The product is [CH3:12][C:13]1[O:17][C:16]([C:18]2[CH:23]=[CH:22][CH:21]=[CH:20][CH:19]=2)=[CH:27][C:14]=1[CH2:24][CH2:25][O:11][C:3]1[CH:4]=[CH:5][CH:6]=[C:7]([N+:8]([O-:10])=[O:9])[C:2]=1[NH2:1]. The yield is 0.570. (2) The reactants are Br[C:2]1[C:10]2[C:5](=[C:6]([O:18][C:19]3[CH:24]=[CH:23][C:22]([S:25]([CH3:28])(=[O:27])=[O:26])=[CH:21][CH:20]=3)[CH:7]=[C:8]([C:11]3[C:16]([Cl:17])=[CH:15][CH:14]=[CH:13][N:12]=3)[CH:9]=2)[N:4]([CH3:29])[N:3]=1.[NH2:30][C:31]1[CH:36]=[N:35][CH:34]=[CH:33][N:32]=1.C1(P(C2C=CC=CC=2)C2C3OC4C(=CC=CC=4P(C4C=CC=CC=4)C4C=CC=CC=4)C(C)(C)C=3C=CC=2)C=CC=CC=1.C(=O)([O-])[O-].[Cs+].[Cs+]. The catalyst is O1CCOCC1.C1C=CC(/C=C/C(/C=C/C2C=CC=CC=2)=O)=CC=1.C1C=CC(/C=C/C(/C=C/C2C=CC=CC=2)=O)=CC=1.C1C=CC(/C=C/C(/C=C/C2C=CC=CC=2)=O)=CC=1.[Pd].[Pd]. The product is [Cl:17][C:16]1[C:11]([C:8]2[CH:9]=[C:10]3[C:5](=[C:6]([O:18][C:19]4[CH:24]=[CH:23][C:22]([S:25]([CH3:28])(=[O:27])=[O:26])=[CH:21][CH:20]=4)[CH:7]=2)[N:4]([CH3:29])[N:3]=[C:2]3[NH:30][C:31]2[CH:36]=[N:35][CH:34]=[CH:33][N:32]=2)=[N:12][CH:13]=[CH:14][CH:15]=1. The yield is 0.170. (3) The reactants are [CH:1]1[C:18]2[C:17]3[C:16]4[CH:15]=[CH:14][CH:13]=[CH:12][C:11]=4[CH:10]=[CH:9][C:8]=3[CH:7]=[C:6](B(O)O)[C:5]=2[CH:4]=[CH:3][CH:2]=1.[Br:22][C:23]1[CH:24]=[C:25](I)[CH:26]=[CH:27][CH:28]=1.C1(C)C=CC=CC=1.C(=O)([O-])[O-].[Na+].[Na+]. The catalyst is C1C=CC([P]([Pd]([P](C2C=CC=CC=2)(C2C=CC=CC=2)C2C=CC=CC=2)([P](C2C=CC=CC=2)(C2C=CC=CC=2)C2C=CC=CC=2)[P](C2C=CC=CC=2)(C2C=CC=CC=2)C2C=CC=CC=2)(C2C=CC=CC=2)C2C=CC=CC=2)=CC=1.O.C(COC)OC. The product is [Br:22][C:23]1[CH:24]=[C:25]([C:10]2[C:11]3[CH:12]=[CH:13][CH:14]=[CH:15][C:16]=3[C:17]3[C:18]4[CH:1]=[CH:2][CH:3]=[CH:4][C:5]=4[CH:6]=[CH:7][C:8]=3[CH:9]=2)[CH:26]=[CH:27][CH:28]=1. The yield is 0.568. (4) The product is [F:10][C:8]1[CH:7]=[CH:6][C:3]2[C:2]([CH:9]=1)=[C:13]1[C:12]([CH:17]=[CH:16][CH:15]=[CH:14]1)=[N:11][C:4]=2[NH2:5]. The reactants are Cl[C:2]1[CH:9]=[C:8]([F:10])[CH:7]=[CH:6][C:3]=1[C:4]#[N:5].[NH2:11][C:12]1[CH:17]=[CH:16][CH:15]=[CH:14][C:13]=1B1OC(C)(C)C(C)(C)O1.C1C2CC3(N)CC(C2)CC1C3.Cl.C(=O)([O-])[O-].[Cs+].[Cs+]. The catalyst is C([O-])(=O)C.[Pd+2].C([O-])(=O)C.C(Cl)Cl.O.O1CCOCC1. The yield is 0.320. (5) The reactants are S(=O)(=O)(O)O.[NH2:6][CH2:7][C:8]#[N:9].[C:10]([C:18]1C=CC=CC=1)(=O)[C:11]1C=CC=C[CH:12]=1.[CH3:24]CN(C(C)C)C(C)C. The catalyst is ClCCl. The product is [N:9]1[C:8]2[CH:18]=[CH:10][CH:11]=[CH:12][C:7]=2[NH:6][CH:24]=1. The yield is 0.820. (6) The yield is 0.180. The reactants are [F:1][C:2]1[CH:7]=[C:6]([N+:8]([O-:10])=[O:9])[C:5](F)=[CH:4][C:3]=1[F:12].CCN(C(C)C)C(C)C.[CH:22]1([C:25]2[NH:29][N:28]=[C:27]([NH2:30])[CH:26]=2)[CH2:24][CH2:23]1. The product is [CH:22]1([C:25]2[NH:29][N:28]=[C:27]([NH:30][C:5]3[CH:4]=[C:3]([F:12])[C:2]([F:1])=[CH:7][C:6]=3[N+:8]([O-:10])=[O:9])[CH:26]=2)[CH2:24][CH2:23]1. The catalyst is C1COCC1. (7) The reactants are [Cl:1][C:2]1[CH:9]=[CH:8][C:5]([CH:6]=O)=[CH:4][C:3]=1[N+:10]([O-:12])=[O:11].[CH3:13][O:14][C:15]1[CH:16]=[C:17]([CH:21]=[CH:22][C:23]=1[O:24][CH3:25])[CH2:18][C:19]#[N:20]. No catalyst specified. The product is [Cl:1][C:2]1[CH:9]=[CH:8][C:5](/[CH:6]=[C:18](/[C:17]2[CH:21]=[CH:22][C:23]([O:24][CH3:25])=[C:15]([O:14][CH3:13])[CH:16]=2)\[C:19]#[N:20])=[CH:4][C:3]=1[N+:10]([O-:12])=[O:11]. The yield is 0.360.